Dataset: Reaction yield outcomes from USPTO patents with 853,638 reactions. Task: Predict the reaction yield, written as a fraction of the theoretical maximum amount of product (1.0 means a 100% yield; for example, 0.34 means a 34% yield). (1) The reactants are [F:1][C:2]1[CH:29]=[CH:28][CH:27]=[C:26]([F:30])[C:3]=1[C:4]([NH:6][C:7]1[S:8][C:9]([C:16]2[CH:21]=[CH:20][CH:19]=[C:18]([C:22]([F:25])([F:24])[F:23])[CH:17]=2)=[C:10](C(OC)=O)[N:11]=1)=[O:5].[CH3:31][Mg+].[Br-].CC[O:36][CH2:37][CH3:38]. No catalyst specified. The product is [F:30][C:26]1[CH:27]=[CH:28][CH:29]=[C:2]([F:1])[C:3]=1[C:4]([NH:6][C:7]1[S:8][C:9]([C:16]2[CH:21]=[CH:20][CH:19]=[C:18]([C:22]([F:25])([F:24])[F:23])[CH:17]=2)=[C:10]([C:37]([OH:36])([CH3:38])[CH3:31])[N:11]=1)=[O:5]. The yield is 0.910. (2) The reactants are [Cl:1][C:2]1[CH:18]=[CH:17][C:5]2[CH2:6][CH2:7][N:8]([C:11](=[O:16])[C:12]([F:15])([F:14])[F:13])[CH2:9][CH2:10][C:4]=2[C:3]=1OS(C(F)(F)F)(=O)=O.[C:27]([C:29]1[CH:34]=[CH:33][CH:32]=[CH:31][N:30]=1)#[CH:28]. No catalyst specified. The product is [Cl:1][C:2]1[CH:18]=[CH:17][C:5]2[CH2:6][CH2:7][N:8]([C:11](=[O:16])[C:12]([F:15])([F:14])[F:13])[CH2:9][CH2:10][C:4]=2[C:3]=1[C:28]#[C:27][C:29]1[CH:34]=[CH:33][CH:32]=[CH:31][N:30]=1. The yield is 0.900.